From a dataset of Forward reaction prediction with 1.9M reactions from USPTO patents (1976-2016). Predict the product of the given reaction. (1) The product is: [Cl:6][C:7]1[CH:8]=[CH:9][C:10]([O:26][CH2:27][C:28]2[CH:33]=[CH:32][CH:31]=[CH:30][CH:29]=2)=[C:11]([C:13]2[N:14]([C:19]3[N:24]=[C:23]([C:34]([OH:36])=[O:35])[CH:22]=[CH:21][CH:20]=3)[C:15]([CH3:18])=[CH:16][CH:17]=2)[CH:12]=1. Given the reactants C([Li])CCC.[Cl:6][C:7]1[CH:8]=[CH:9][C:10]([O:26][CH2:27][C:28]2[CH:33]=[CH:32][CH:31]=[CH:30][CH:29]=2)=[C:11]([C:13]2[N:14]([C:19]3[N:24]=[C:23](Br)[CH:22]=[CH:21][CH:20]=3)[C:15]([CH3:18])=[CH:16][CH:17]=2)[CH:12]=1.[C:34](=[O:36])=[O:35], predict the reaction product. (2) The product is: [Br:11][C:12]1[CH:19]=[CH:18][CH:17]=[CH:16][C:13]=1[CH2:14][N:7]1[CH:8]=[CH:9][CH:10]=[C:6]1[C:3](=[O:5])[CH3:4]. Given the reactants [OH-].[K+].[C:3]([C:6]1[NH:7][CH:8]=[CH:9][CH:10]=1)(=[O:5])[CH3:4].[Br:11][C:12]1[CH:19]=[CH:18][CH:17]=[CH:16][C:13]=1[CH2:14]Br.[Cl-].[Na+], predict the reaction product. (3) Given the reactants C1(P(C2C=CC=CC=2)C2C=CC=CC=2)C=CC=CC=1.[C:20]([O:24][C:25](=[O:42])[C@@H:26]([N:28]([C:31](=[O:41])[C:32]1[CH:37]=[CH:36][CH:35]=[CH:34][C:33]=1[N:38]=[N+]=[N-])[CH:29]=O)[CH3:27])([CH3:23])([CH3:22])[CH3:21], predict the reaction product. The product is: [C:20]([O:24][C:25](=[O:42])[C@@H:26]([N:28]1[C:31](=[O:41])[C:32]2[C:33](=[CH:34][CH:35]=[CH:36][CH:37]=2)[N:38]=[CH:29]1)[CH3:27])([CH3:23])([CH3:22])[CH3:21]. (4) Given the reactants [OH:1][C:2]1[CH:11]=[CH:10][C:5]([C:6]([O:8][CH3:9])=[O:7])=[CH:4][C:3]=1[O:12][CH3:13].Br[CH2:15][CH2:16][CH2:17][Cl:18].C(=O)([O-])[O-].[K+].[K+].[Cl-].[Na+], predict the reaction product. The product is: [Cl:18][CH2:17][CH2:16][CH2:15][O:1][C:2]1[CH:11]=[CH:10][C:5]([C:6]([O:8][CH3:9])=[O:7])=[CH:4][C:3]=1[O:12][CH3:13]. (5) Given the reactants I[C:2]1[CH:28]=[CH:27][CH:26]=[CH:25][C:3]=1[CH2:4][C:5]1[S:6][C:7]2[N:8]=[CH:9][N:10]=[C:11]([NH:14][C:15]3[CH:20]=[CH:19][C:18]([C:21]([F:24])([F:23])[F:22])=[CH:17][CH:16]=3)[C:12]=2[N:13]=1.C1C=CC(P(C2C=CC=CC=2)C2C=CC=CC=2)=CC=1.C([O-])([O-])=O.[Cs+].[Cs+].[CH:54]([Si:57]([CH:62]([CH3:64])[CH3:63])([CH:59]([CH3:61])[CH3:60])[SH:58])([CH3:56])[CH3:55], predict the reaction product. The product is: [F:22][C:21]([F:24])([F:23])[C:18]1[CH:19]=[CH:20][C:15]([NH:14][C:11]2[C:12]3[N:13]=[C:5]([CH2:4][C:3]4[CH:25]=[CH:26][CH:27]=[CH:28][C:2]=4[S:58][Si:57]([CH:59]([CH3:61])[CH3:60])([CH:62]([CH3:64])[CH3:63])[CH:54]([CH3:55])[CH3:56])[S:6][C:7]=3[N:8]=[CH:9][N:10]=2)=[CH:16][CH:17]=1.